From a dataset of hERG potassium channel inhibition data for cardiac toxicity prediction from Karim et al.. Regression/Classification. Given a drug SMILES string, predict its toxicity properties. Task type varies by dataset: regression for continuous values (e.g., LD50, hERG inhibition percentage) or binary classification for toxic/non-toxic outcomes (e.g., AMES mutagenicity, cardiotoxicity, hepatotoxicity). Dataset: herg_karim. (1) The drug is CCOC1CN(C2CCC(O)(c3ccccc3)CC2)CC1NC(=O)CNC(=O)c1cccc(C(F)(F)F)c1. The result is 0 (non-blocker). (2) The drug is O=C(Nc1c[nH]nc1-c1nc2cc(CN3CCOCC3)ccc2[nH]1)NC1CC1. The result is 0 (non-blocker). (3) The compound is CC(C)c1ccc(S(=O)(=O)Cc2ccc(C34CNCC3C4)cc2)cc1. The result is 1 (blocker). (4) The compound is CC12CCC(C(NC(=O)[C@@H](CC3CCCCC3)NC(=O)N[C@@H](CCCCN)C(=O)O)C1)C2(C)C. The result is 0 (non-blocker). (5) The molecule is CCc1c(C2CCN(CCCSc3ccc(F)cc3)CC2)c2ccc(F)cc2n1Cc1ccc(C(=O)O)cn1. The result is 0 (non-blocker). (6) The compound is Nc1ccc(C(=O)N2C[C@@H]3C[C@H](C2)C[NH+](Cc2ccccc2)C3)cc1. The result is 1 (blocker). (7) The drug is NC(=O)c1cccc(O[C@H]2C[C@@H]3CC[C@H](C2)N3CCc2ccccc2)c1. The result is 1 (blocker).